This data is from Catalyst prediction with 721,799 reactions and 888 catalyst types from USPTO. The task is: Predict which catalyst facilitates the given reaction. (1) Reactant: [F:1][C@H:2]1[C@H:7]([CH2:8]O)[O:6][C:5]([NH:10][C:11](=[O:18])[C:12]2[CH:17]=[CH:16][CH:15]=[CH:14][CH:13]=2)=[N:4][C@@:3]1([C:20]1[CH:25]=[CH:24][CH:23]=[CH:22][C:21]=1[F:26])[CH3:19].CCN(S(F)(F)[F:33])CC. Product: [F:1][C@H:2]1[C@H:7]([CH2:8][F:33])[O:6][C:5]([NH:10][C:11](=[O:18])[C:12]2[CH:13]=[CH:14][CH:15]=[CH:16][CH:17]=2)=[N:4][C@@:3]1([C:20]1[CH:25]=[CH:24][CH:23]=[CH:22][C:21]=1[F:26])[CH3:19]. The catalyst class is: 4. (2) Product: [Br:3][C:4]1[CH:5]=[N:6][C:7]([NH:2][CH3:1])=[N:8][CH:9]=1. The catalyst class is: 5. Reactant: [CH3:1][NH2:2].[Br:3][C:4]1[CH:5]=[N:6][C:7](Cl)=[N:8][CH:9]=1. (3) Reactant: [CH2:1]([O:8][C:9]1[CH:14]=[CH:13][C:12]([C@H:15]2[CH2:20][CH2:19][N:18](C(OC(C)(C)C)=O)[CH2:17][C@@H:16]2[F:28])=[CH:11][CH:10]=1)[C:2]1[CH:7]=[CH:6][CH:5]=[CH:4][CH:3]=1.[ClH:29]. Product: [ClH:29].[CH2:1]([O:8][C:9]1[CH:14]=[CH:13][C:12]([C@H:15]2[CH2:20][CH2:19][NH:18][CH2:17][C@@H:16]2[F:28])=[CH:11][CH:10]=1)[C:2]1[CH:3]=[CH:4][CH:5]=[CH:6][CH:7]=1. The catalyst class is: 12. (4) Reactant: [CH3:1][O:2][C:3]1[C:4]([C:11]2[CH:12]=[C:13]([NH:24][S:25]([CH3:28])(=[O:27])=[O:26])[CH:14]=[CH:15][C:16]=2[O:17][C:18]2[CH:23]=[CH:22][CH:21]=[CH:20][CH:19]=2)=[N:5][N:6]([CH3:10])[C:7](=[O:9])[CH:8]=1.[C:29](=O)([O-])[O-].[K+].[K+].CI. Product: [CH3:1][O:2][C:3]1[C:4]([C:11]2[CH:12]=[C:13]([N:24]([CH3:29])[S:25]([CH3:28])(=[O:26])=[O:27])[CH:14]=[CH:15][C:16]=2[O:17][C:18]2[CH:23]=[CH:22][CH:21]=[CH:20][CH:19]=2)=[N:5][N:6]([CH3:10])[C:7](=[O:9])[CH:8]=1. The catalyst class is: 9. (5) Reactant: [Br:1][C:2]1[N:3]=[C:4](S(C)(=O)=O)[C:5]2[N:6]([C:8](I)=[CH:9][N:10]=2)[CH:7]=1.[CH2:16]([NH2:20])[CH:17]([CH3:19])[CH3:18].C(=O)([O-])[O-].[K+].[K+].[Cl:27][C:28]1[CH:29]=[C:30](B(O)O)[CH:31]=[CH:32][C:33]=1[C:34](=[O:39])[NH:35][CH:36]1[CH2:38][CH2:37]1. Product: [Br:1][C:2]1[N:3]=[C:4]([NH:20][CH2:16][CH:17]([CH3:19])[CH3:18])[C:5]2[N:6]([C:8]([C:30]3[CH:31]=[CH:32][C:33]([C:34]([NH:35][CH:36]4[CH2:38][CH2:37]4)=[O:39])=[C:28]([Cl:27])[CH:29]=3)=[CH:9][N:10]=2)[CH:7]=1. The catalyst class is: 450. (6) Reactant: [Cl:1][C:2]1[CH:10]=[CH:9][CH:8]=[C:7]([NH:11][C:12](=O)[CH2:13][CH2:14][CH:15]=[CH2:16])[C:3]=1[C:4]([NH2:6])=[O:5].[OH-].[Na+]. Product: [CH2:13]([C:12]1[NH:6][C:4](=[O:5])[C:3]2[C:7](=[CH:8][CH:9]=[CH:10][C:2]=2[Cl:1])[N:11]=1)[CH2:14][CH:15]=[CH2:16]. The catalyst class is: 12. (7) Reactant: CCN=C=NCCCN(C)C.Cl.[Cl:13][C:14]1[CH:19]=[C:18]([Cl:20])[CH:17]=[CH:16][C:15]=1[CH2:21][CH2:22][NH:23][C:24]1[N:29]=[C:28]([O:30][CH3:31])[N:27]=[C:26]([N:32]2[CH2:37][CH2:36][CH2:35][CH:34]([C:38]([OH:40])=O)[CH2:33]2)[CH:25]=1.[CH3:41][S:42]([NH2:45])(=[O:44])=[O:43]. Product: [Cl:13][C:14]1[CH:19]=[C:18]([Cl:20])[CH:17]=[CH:16][C:15]=1[CH2:21][CH2:22][NH:23][C:24]1[N:29]=[C:28]([O:30][CH3:31])[N:27]=[C:26]([N:32]2[CH2:37][CH2:36][CH2:35][CH:34]([C:38]([NH:45][S:42]([CH3:41])(=[O:44])=[O:43])=[O:40])[CH2:33]2)[CH:25]=1. The catalyst class is: 119. (8) Product: [CH2:1]([N:5]1[C:11]2[CH:12]=[CH:13][C:14]([C:16]3[CH:17]=[CH:18][C:19]([O:22][CH2:23][CH2:24][O:25][CH2:26][CH2:27][CH3:28])=[CH:20][CH:21]=3)=[CH:15][C:10]=2[CH:9]=[C:8]([C:29]([NH:31][C:32]2[CH:37]=[CH:36][C:35]([S:38]([CH2:39][C:40]3[N:44]([CH2:45][CH2:46][CH3:47])[CH:43]=[N:42][CH:41]=3)=[O:56])=[CH:34][CH:33]=2)=[O:30])[CH2:7][CH2:6]1)[CH:2]([CH3:4])[CH3:3]. Reactant: [CH2:1]([N:5]1[C:11]2[CH:12]=[CH:13][C:14]([C:16]3[CH:21]=[CH:20][C:19]([O:22][CH2:23][CH2:24][O:25][CH2:26][CH2:27][CH3:28])=[CH:18][CH:17]=3)=[CH:15][C:10]=2[CH:9]=[C:8]([C:29]([NH:31][C:32]2[CH:37]=[CH:36][C:35]([S:38][CH2:39][C:40]3[N:44]([CH2:45][CH2:46][CH3:47])[CH:43]=[N:42][CH:41]=3)=[CH:34][CH:33]=2)=[O:30])[CH2:7][CH2:6]1)[CH:2]([CH3:4])[CH3:3].ClC1C=CC=C(C(OO)=[O:56])C=1.CSC.O. The catalyst class is: 4.